This data is from Forward reaction prediction with 1.9M reactions from USPTO patents (1976-2016). The task is: Predict the product of the given reaction. (1) Given the reactants [C:1]([O:4][C@H:5]1[C@@H:10]([O:11][C:12](=[O:14])[CH3:13])[C@H:9]([O:15][C:16](=[O:18])[CH3:17])[C@@H:8]([CH2:19][O:20][C:21](=[O:23])[CH3:22])[O:7][C@@H:6]1[O:24][C:25]1[CH:30]=[CH:29][C:28]([C:31]2[CH:36]=[CH:35][C:34]([C:37]#[N:38])=[CH:33][CH:32]=2)=[CH:27][CH:26]=1)(=[O:3])[CH3:2].C[Si]([N:43]=[N+:44]=[N-:45])(C)C.C([Sn](=O)CCCC)CCC, predict the reaction product. The product is: [C:1]([O:4][C@H:5]1[C@@H:10]([O:11][C:12](=[O:14])[CH3:13])[C@H:9]([O:15][C:16](=[O:18])[CH3:17])[C@@H:8]([CH2:19][O:20][C:21](=[O:23])[CH3:22])[O:7][C@@H:6]1[O:24][C:25]1[CH:26]=[CH:27][C:28]([C:31]2[CH:32]=[CH:33][C:34]([C:37]3[NH:45][N:44]=[N:43][N:38]=3)=[CH:35][CH:36]=2)=[CH:29][CH:30]=1)(=[O:3])[CH3:2]. (2) Given the reactants [NH2:1][C:2]1[CH:3]=[CH:4][C:5]([O:24][CH2:25][CH2:26][CH3:27])=[C:6]([C:8]2[NH:13][C:12](=[O:14])[C:11]3=[C:15]([CH3:23])[N:16]=[C:17]([CH:18]4[CH2:22][CH2:21][CH2:20][CH2:19]4)[N:10]3[N:9]=2)[CH:7]=1.[N:28]1[C:37]2[C:32](=[CH:33][CH:34]=[CH:35][C:36]=2[S:38](Cl)(=[O:40])=[O:39])[CH:31]=[CH:30][CH:29]=1.N1C=CC=CC=1, predict the reaction product. The product is: [N:28]1[C:37]2[C:32](=[CH:33][CH:34]=[CH:35][C:36]=2[S:38]([NH:1][C:2]2[CH:3]=[CH:4][C:5]([O:24][CH2:25][CH2:26][CH3:27])=[C:6]([C:8]3[NH:13][C:12](=[O:14])[C:11]4=[C:15]([CH3:23])[N:16]=[C:17]([CH:18]5[CH2:22][CH2:21][CH2:20][CH2:19]5)[N:10]4[N:9]=3)[CH:7]=2)(=[O:40])=[O:39])[CH:31]=[CH:30][CH:29]=1. (3) Given the reactants [CH3:1][O:2][C:3]1[CH:4]=[C:5]([C:9]2[CH:14]=[CH:13][CH:12]=[C:11]([O:15][CH3:16])[CH:10]=2)[CH:6]=[CH:7][CH:8]=1.[Br:17]N1C(=O)CCC1=O, predict the reaction product. The product is: [Br:17][C:14]1[CH:13]=[CH:12][C:11]([O:15][CH3:16])=[CH:10][C:9]=1[C:5]1[CH:6]=[CH:7][CH:8]=[C:3]([O:2][CH3:1])[CH:4]=1. (4) Given the reactants [NH2:1][C:2]1[N:3]=[C:4]([N:20]2[CH2:25][CH2:24][NH:23][CH2:22][CH2:21]2)[C:5]2[N:10]=[C:9]([CH2:11][CH2:12][C:13]3[CH:18]=[CH:17][C:16]([F:19])=[CH:15][CH:14]=3)[S:8][C:6]=2[N:7]=1.[N+:26]([C:29]1[CH:30]=[C:31]([CH:37]=[CH:38][CH:39]=1)[O:32][CH2:33][C:34](O)=[O:35])([O-:28])=[O:27].CN(C(ON1N=NC2C=CC=CC1=2)=[N+](C)C)C.[B-](F)(F)(F)F.C(N(C(C)C)CC)(C)C, predict the reaction product. The product is: [NH2:1][C:2]1[N:3]=[C:4]([N:20]2[CH2:25][CH2:24][N:23]([C:34](=[O:35])[CH2:33][O:32][C:31]3[CH:37]=[CH:38][CH:39]=[C:29]([N+:26]([O-:28])=[O:27])[CH:30]=3)[CH2:22][CH2:21]2)[C:5]2[N:10]=[C:9]([CH2:11][CH2:12][C:13]3[CH:18]=[CH:17][C:16]([F:19])=[CH:15][CH:14]=3)[S:8][C:6]=2[N:7]=1.